This data is from Full USPTO retrosynthesis dataset with 1.9M reactions from patents (1976-2016). The task is: Predict the reactants needed to synthesize the given product. Given the product [Cl:24][C:22]1[CH:23]=[C:18]([C:16]([NH:15][C:6]2([C:4]([OH:5])=[O:3])[CH2:7][C:8]3[C:13](=[CH:12][CH:11]=[CH:10][CH:9]=3)[CH2:14]2)=[O:17])[C:19]([N:25]([CH:27]([CH3:28])[CH3:29])[CH3:26])=[N:20][CH:21]=1, predict the reactants needed to synthesize it. The reactants are: C([O:3][C:4]([C:6]1([NH:15][C:16]([C:18]2[C:19]([N:25]([CH:27]([CH3:29])[CH3:28])[CH3:26])=[N:20][CH:21]=[C:22]([Cl:24])[CH:23]=2)=[O:17])[CH2:14][C:13]2[C:8](=[CH:9][CH:10]=[CH:11][CH:12]=2)[CH2:7]1)=[O:5])C.O1CCOCC1.CO.[Li+].[OH-].